From a dataset of Experimentally validated miRNA-target interactions with 360,000+ pairs, plus equal number of negative samples. Binary Classification. Given a miRNA mature sequence and a target amino acid sequence, predict their likelihood of interaction. The miRNA is ath-miR172b-3p with sequence AGAAUCUUGAUGAUGCUGCAU. The protein sequence of the target gene is MATEHPEPPKAELQLPPPPPPGHYGAWAAQELQAKLAEIGAPIQGNREELVERLQSYTRQTGIVLNRPVLRGEDGDKAAPPPMSAQLPGIPMPPPPLGLPPLQPPPPPPPPPPGLGLGFPMAHPPNLGPPPPLRVGEPVALSEEERLKLAQQQAALLMQQEERAKQQGDHSLKEHELLEQQKRAAVLLEQERQQEIAKMGTPVPRPPQDMGQIGVRTPLGPRVAAPVGPVGPTPTVLPMGAPVPRPRGPPPPPGDENREMDDPSVGPKIPQALEKILQLKESRQEEMNSQQEEEEMETDA.... Result: 0 (no interaction).